Dataset: Full USPTO retrosynthesis dataset with 1.9M reactions from patents (1976-2016). Task: Predict the reactants needed to synthesize the given product. (1) Given the product [NH2:20][C:16]1([CH2:15][NH:14][C:10]2[C:9]3[C:4](=[CH:5][CH:6]=[C:7]([Cl:13])[CH:8]=3)[N:3]=[C:2]([N:24]3[CH2:25][C:26]4[CH:31]=[CH:30][CH:29]=[CH:28][C:27]=4[S:21][CH2:22][CH2:23]3)[N:11]=2)[CH2:19][O:18][CH2:17]1, predict the reactants needed to synthesize it. The reactants are: Cl[C:2]1[N:11]=[C:10](Cl)[C:9]2[C:4](=[CH:5][CH:6]=[C:7]([Cl:13])[CH:8]=2)[N:3]=1.[NH2:14][CH2:15][C:16]1([NH2:20])[CH2:19][O:18][CH2:17]1.[S:21]1[C:27]2[CH:28]=[CH:29][CH:30]=[CH:31][C:26]=2[CH2:25][NH:24][CH2:23][CH2:22]1. (2) Given the product [CH2:1]([N:3]([CH:27]1[CH2:32][CH2:31][N:30]([CH2:39][C:40]([F:43])([F:42])[F:41])[CH2:29][CH2:28]1)[C:4]1[C:19]2[CH2:18][CH:17]=[CH:16][CH2:15][CH2:14][C:13]3[CH:20]=[C:21]([CH3:25])[NH:22][C:23](=[O:24])[C:12]=3[CH2:11][NH:10][C:9](=[O:26])[C:8]=2[CH:7]=[CH:6][CH:5]=1)[CH3:2], predict the reactants needed to synthesize it. The reactants are: [CH2:1]([N:3]([CH:27]1[CH2:32][CH2:31][NH:30][CH2:29][CH2:28]1)[C:4]1[C:19]2[CH2:18][CH:17]=[CH:16][CH2:15][CH2:14][C:13]3[CH:20]=[C:21]([CH3:25])[NH:22][C:23](=[O:24])[C:12]=3[CH2:11][NH:10][C:9](=[O:26])[C:8]=2[CH:7]=[CH:6][CH:5]=1)[CH3:2].FC(F)(F)S(O[CH2:39][C:40]([F:43])([F:42])[F:41])(=O)=O.CCN(CC)CC. (3) Given the product [CH3:33][N:34]1[CH:38]=[C:37]([C:39]([NH:15][CH2:14][CH2:13][O:12][C:9]2[CH:10]=[CH:11][N:6]3[N:5]=[C:4]([CH3:3])[C:16]([C:17]4[S:18][C:19]([C:28]5[N:32]=[CH:31][NH:30][N:29]=5)=[C:20]([C:22]5[CH:27]=[CH:26][CH:25]=[CH:24][CH:23]=5)[N:21]=4)=[C:7]3[CH:8]=2)=[O:40])[N:36]=[CH:35]1, predict the reactants needed to synthesize it. The reactants are: Cl.Cl.[CH3:3][C:4]1[C:16]([C:17]2[S:18][C:19]([C:28]3[N:32]=[CH:31][NH:30][N:29]=3)=[C:20]([C:22]3[CH:27]=[CH:26][CH:25]=[CH:24][CH:23]=3)[N:21]=2)=[C:7]2[CH:8]=[C:9]([O:12][CH2:13][CH2:14][NH2:15])[CH:10]=[CH:11][N:6]2[N:5]=1.[CH3:33][N:34]1[CH:38]=[C:37]([C:39](O)=[O:40])[N:36]=[CH:35]1.C1C=CC2N(O)N=NC=2C=1.CCN=C=NCCCN(C)C. (4) Given the product [F:1][C:2]1[CH:7]=[CH:6][CH:5]=[C:4]([F:8])[C:3]=1[N:9]1[C:14]2[N:15]=[C:16]([NH:42][CH2:41][CH2:40][NH:39][CH:37]([CH3:38])[CH3:36])[N:17]=[C:18]([C:19]3[CH:20]=[C:21]([CH:28]=[CH:29][C:30]=3[CH3:31])[C:22]([NH:24][CH2:25][CH2:26][CH3:27])=[O:23])[C:13]=2[CH2:12][NH:11][C:10]1=[O:35], predict the reactants needed to synthesize it. The reactants are: [F:1][C:2]1[CH:7]=[CH:6][CH:5]=[C:4]([F:8])[C:3]=1[N:9]1[C:14]2[N:15]=[C:16](S(C)=O)[N:17]=[C:18]([C:19]3[CH:20]=[C:21]([CH:28]=[CH:29][C:30]=3[CH3:31])[C:22]([NH:24][CH2:25][CH2:26][CH3:27])=[O:23])[C:13]=2[CH2:12][NH:11][C:10]1=[O:35].[CH3:36][CH:37]([NH:39][CH2:40][CH2:41][NH2:42])[CH3:38].